This data is from Reaction yield outcomes from USPTO patents with 853,638 reactions. The task is: Predict the reaction yield, written as a fraction of the theoretical maximum amount of product (1.0 means a 100% yield; for example, 0.34 means a 34% yield). (1) The reactants are [Br:1][C:2]1[N:6]2[C:7](Br)=[CH:8][N:9]=[CH:10][C:5]2=[N:4][CH:3]=1.[CH2:12]([CH2:14][NH2:15])[OH:13]. The catalyst is O1CCOCC1.CC(O)C.C(Cl)Cl.O. The product is [Br:1][C:2]1[N:6]2[CH:7]=[CH:8][N:9]=[C:10]([NH:15][CH2:14][CH2:12][OH:13])[C:5]2=[N:4][CH:3]=1. The yield is 0.330. (2) The reactants are [O:1]=[C:2]1[N:7]2[CH2:8][CH2:9][CH2:10][CH:11]([N:12]3C(=O)C4C(=CC=CC=4)C3=O)[C:6]2=[N:5][C:4]([C:23]2[CH:28]=[CH:27][N:26]=[CH:25][CH:24]=2)=[CH:3]1.O.NN. The catalyst is C(O)C. The product is [NH2:12][CH:11]1[C:6]2=[N:5][C:4]([C:23]3[CH:28]=[CH:27][N:26]=[CH:25][CH:24]=3)=[CH:3][C:2](=[O:1])[N:7]2[CH2:8][CH2:9][CH2:10]1. The yield is 0.660. (3) The reactants are [CH2:1]([O:5][C:6]1[CH:10]=[C:9]([C:11](N(OC)C)=[O:12])[N:8]([CH2:17][C:18]2[CH:23]=[CH:22][C:21]([C:24]([F:27])([F:26])[F:25])=[CH:20][C:19]=2[Cl:28])[N:7]=1)[CH2:2][CH2:3][CH3:4].[H-].C([Al+]CC(C)C)C(C)C.CO.[C@H](O)(C([O-])=O)[C@@H](O)C([O-])=O.[Na+].[K+]. The catalyst is O1CCCC1.C1(C)C=CC=CC=1. The product is [CH2:1]([O:5][C:6]1[CH:10]=[C:9]([CH:11]=[O:12])[N:8]([CH2:17][C:18]2[CH:23]=[CH:22][C:21]([C:24]([F:27])([F:26])[F:25])=[CH:20][C:19]=2[Cl:28])[N:7]=1)[CH2:2][CH2:3][CH3:4]. The yield is 0.840.